This data is from Full USPTO retrosynthesis dataset with 1.9M reactions from patents (1976-2016). The task is: Predict the reactants needed to synthesize the given product. (1) The reactants are: COC1C=CC(C[N:8]2[CH:12]=[C:11]([C:13]3[CH:14]=[C:15]4[N:20]([C:21]5[CH:22]=[C:23]([NH:28][C:29](=[O:40])[C:30]6[CH:35]=[CH:34][CH:33]=[C:32]([C:36]([F:39])([F:38])[F:37])[CH:31]=6)[CH:24]=[CH:25][C:26]=5[CH3:27])[CH:19]=[CH:18][N:16]4[N:17]=3)[CH:10]=[N:9]2)=CC=1. Given the product [CH3:27][C:26]1[CH:25]=[CH:24][C:23]([NH:28][C:29](=[O:40])[C:30]2[CH:35]=[CH:34][CH:33]=[C:32]([C:36]([F:37])([F:38])[F:39])[CH:31]=2)=[CH:22][C:21]=1[N:20]1[C:15]2[N:16]([N:17]=[C:13]([C:11]3[CH:12]=[N:8][NH:9][CH:10]=3)[CH:14]=2)[CH:18]=[CH:19]1, predict the reactants needed to synthesize it. (2) Given the product [F:11][C:12]1[CH:13]=[C:14]2[C:19](=[CH:20][CH:21]=1)[N:18]([CH:1]=[O:3])[CH:17]([CH3:22])[CH2:16][CH2:15]2, predict the reactants needed to synthesize it. The reactants are: [CH:1]([OH:3])=O.C(OC(=O)C)(=O)C.[F:11][C:12]1[CH:13]=[C:14]2[C:19](=[CH:20][CH:21]=1)[NH:18][CH:17]([CH3:22])[CH2:16][CH2:15]2. (3) Given the product [OH:8][C:9]1[CH:10]=[C:11]([CH2:12][C:13]2[CH:18]=[CH:17][CH:16]=[CH:15][C:14]=2[CH2:19][C:20]([N:38]2[CH2:39][CH2:40][CH:35]([CH3:34])[CH2:36][CH2:37]2)=[O:21])[CH:23]=[CH:24][C:25]=1[N:26]1[S:27](=[O:33])(=[O:32])[NH:28][C:29](=[O:31])[CH2:30]1, predict the reactants needed to synthesize it. The reactants are: C([O:8][C:9]1[CH:10]=[C:11]([CH:23]=[CH:24][C:25]=1[N:26]1[CH2:30][C:29](=[O:31])[NH:28][S:27]1(=[O:33])=[O:32])[CH2:12][C:13]1[CH:18]=[CH:17][CH:16]=[CH:15][C:14]=1[CH2:19][C:20](O)=[O:21])C1C=CC=CC=1.[CH3:34][CH:35]1[CH2:40][CH2:39][NH:38][CH2:37][CH2:36]1. (4) Given the product [Cl:3][C:2]1[N:4]=[C:5]([Cl:6])[N:7]=[C:8]([S:19][CH2:18][CH2:17][CH2:16][C:13]2[CH:14]=[CH:15][CH:10]=[CH:11][CH:12]=2)[N:1]=1, predict the reactants needed to synthesize it. The reactants are: [N:1]1[C:8](Cl)=[N:7][C:5]([Cl:6])=[N:4][C:2]=1[Cl:3].[CH:10]1[CH:15]=[CH:14][C:13]([CH2:16][CH2:17][CH2:18][SH:19])=[CH:12][CH:11]=1. (5) The reactants are: O1CCCC1.C([Sn](CCCC)(CCCC)[C:11]1[O:15][N:14]=[C:13]([CH2:16][C:17]2[CH:30]=[CH:29][C:20]([CH2:21][O:22][C:23]3[CH:28]=[CH:27][CH:26]=[CH:25][N:24]=3)=[CH:19][CH:18]=2)[CH:12]=1)CCC.[I:39]I.S([O-])([O-])(=O)=S.[Na+].[Na+]. Given the product [I:39][C:11]1[O:15][N:14]=[C:13]([CH2:16][C:17]2[CH:30]=[CH:29][C:20]([CH2:21][O:22][C:23]3[CH:28]=[CH:27][CH:26]=[CH:25][N:24]=3)=[CH:19][CH:18]=2)[CH:12]=1, predict the reactants needed to synthesize it. (6) Given the product [CH3:6][NH2:7].[CH3:6][NH:7][C:31]([CH:33]1[CH2:37][C:36](=[O:38])[N:35]([C:39]2[CH:44]=[CH:43][C:42]([O:45][CH2:46][C:47]3[CH:52]=[CH:51][C:50]([F:53])=[C:49]([F:54])[C:48]=3[F:55])=[CH:41][CH:40]=2)[CH2:34]1)=[O:30], predict the reactants needed to synthesize it. The reactants are: COC(C1CC(=O)[N:7](C2C=CC(O)=CC=2)[CH2:6]1)=O.FC1C(F)=C(F)C=CC=1CBr.C[O:30][C:31]([CH:33]1[CH2:37][C:36](=[O:38])[N:35]([C:39]2[CH:44]=[CH:43][C:42]([O:45][CH2:46][C:47]3[CH:52]=[CH:51][C:50]([F:53])=[C:49]([F:54])[C:48]=3[F:55])=[CH:41][CH:40]=2)[CH2:34]1)=O. (7) Given the product [F:8][C:9]1[C:14]([F:15])=[CH:13][CH:12]=[CH:11][C:10]=1[C@H:16]1[CH2:22][N:21]2[C:23]([C:26]3([C:29]([F:32])([F:30])[F:31])[CH2:27][CH2:28]3)=[N:24][N:25]=[C:20]2[C@H:19]([NH:33][C:34]([N:41]2[CH2:42][CH2:51][C:50]3([C:46](=[O:56])[NH:47][CH2:48][CH2:49]3)[CH2:44][CH2:45]2)=[O:35])[CH2:18][CH2:17]1, predict the reactants needed to synthesize it. The reactants are: C(N(CC)CC)C.[F:8][C:9]1[C:14]([F:15])=[CH:13][CH:12]=[CH:11][C:10]=1[C@H:16]1[CH2:22][N:21]2[C:23]([C:26]3([C:29]([F:32])([F:31])[F:30])[CH2:28][CH2:27]3)=[N:24][N:25]=[C:20]2[C@H:19]([NH2:33])[CH2:18][CH2:17]1.[C:34]([N:41]1[CH:45]=[CH:44]N=[CH:42]1)(N1C=CN=C1)=[O:35].[C:46]1(=[O:56])[C:50]2(CCNC[CH2:51]2)[CH2:49][CH2:48][NH:47]1.